From a dataset of NCI-60 drug combinations with 297,098 pairs across 59 cell lines. Regression. Given two drug SMILES strings and cell line genomic features, predict the synergy score measuring deviation from expected non-interaction effect. (1) Drug 1: CC1=C(N=C(N=C1N)C(CC(=O)N)NCC(C(=O)N)N)C(=O)NC(C(C2=CN=CN2)OC3C(C(C(C(O3)CO)O)O)OC4C(C(C(C(O4)CO)O)OC(=O)N)O)C(=O)NC(C)C(C(C)C(=O)NC(C(C)O)C(=O)NCCC5=NC(=CS5)C6=NC(=CS6)C(=O)NCCC[S+](C)C)O. Drug 2: CC1C(C(CC(O1)OC2CC(CC3=C2C(=C4C(=C3O)C(=O)C5=C(C4=O)C(=CC=C5)OC)O)(C(=O)CO)O)N)O.Cl. Cell line: HS 578T. Synergy scores: CSS=30.2, Synergy_ZIP=-11.9, Synergy_Bliss=-16.9, Synergy_Loewe=-11.0, Synergy_HSA=-10.2. (2) Drug 1: CCCS(=O)(=O)NC1=C(C(=C(C=C1)F)C(=O)C2=CNC3=C2C=C(C=N3)C4=CC=C(C=C4)Cl)F. Drug 2: C1=CC=C(C=C1)NC(=O)CCCCCCC(=O)NO. Cell line: OVCAR-8. Synergy scores: CSS=24.4, Synergy_ZIP=-5.05, Synergy_Bliss=-0.823, Synergy_Loewe=-38.3, Synergy_HSA=-2.69. (3) Drug 1: CC1=C(C(CCC1)(C)C)C=CC(=CC=CC(=CC(=O)O)C)C. Drug 2: C1CNP(=O)(OC1)N(CCCl)CCCl. Cell line: SNB-19. Synergy scores: CSS=-5.04, Synergy_ZIP=1.12, Synergy_Bliss=-3.31, Synergy_Loewe=-4.10, Synergy_HSA=-6.04. (4) Drug 1: CC1=C(C=C(C=C1)C(=O)NC2=CC(=CC(=C2)C(F)(F)F)N3C=C(N=C3)C)NC4=NC=CC(=N4)C5=CN=CC=C5. Drug 2: CN(C(=O)NC(C=O)C(C(C(CO)O)O)O)N=O. Cell line: MALME-3M. Synergy scores: CSS=-2.19, Synergy_ZIP=1.93, Synergy_Bliss=0.838, Synergy_Loewe=-1.87, Synergy_HSA=-4.15. (5) Drug 1: C1=CC(=C2C(=C1NCCNCCO)C(=O)C3=C(C=CC(=C3C2=O)O)O)NCCNCCO. Drug 2: C#CCC(CC1=CN=C2C(=N1)C(=NC(=N2)N)N)C3=CC=C(C=C3)C(=O)NC(CCC(=O)O)C(=O)O. Cell line: LOX IMVI. Synergy scores: CSS=33.9, Synergy_ZIP=-9.99, Synergy_Bliss=-17.5, Synergy_Loewe=-15.0, Synergy_HSA=-13.8. (6) Drug 1: C1CNP(=O)(OC1)N(CCCl)CCCl. Drug 2: CC12CCC3C(C1CCC2OP(=O)(O)O)CCC4=C3C=CC(=C4)OC(=O)N(CCCl)CCCl.[Na+]. Cell line: OVCAR-8. Synergy scores: CSS=0.493, Synergy_ZIP=0.201, Synergy_Bliss=0.0322, Synergy_Loewe=-5.01, Synergy_HSA=-2.82. (7) Drug 1: C1=NC2=C(N=C(N=C2N1C3C(C(C(O3)CO)O)F)Cl)N. Drug 2: N.N.Cl[Pt+2]Cl. Cell line: HCT-15. Synergy scores: CSS=40.3, Synergy_ZIP=-10.5, Synergy_Bliss=-3.64, Synergy_Loewe=0.336, Synergy_HSA=0.229. (8) Drug 1: C1C(C(OC1N2C=NC3=C(N=C(N=C32)Cl)N)CO)O. Drug 2: C1C(C(OC1N2C=NC(=NC2=O)N)CO)O. Cell line: NCI-H226. Synergy scores: CSS=-1.11, Synergy_ZIP=0.807, Synergy_Bliss=4.67, Synergy_Loewe=-3.43, Synergy_HSA=-2.66. (9) Drug 1: CN1C2=C(C=C(C=C2)N(CCCl)CCCl)N=C1CCCC(=O)O.Cl. Drug 2: C1=NNC2=C1C(=O)NC=N2. Cell line: NCI-H460. Synergy scores: CSS=1.69, Synergy_ZIP=-0.581, Synergy_Bliss=0.880, Synergy_Loewe=-2.05, Synergy_HSA=-0.947.